Task: Predict the reactants needed to synthesize the given product.. Dataset: Full USPTO retrosynthesis dataset with 1.9M reactions from patents (1976-2016) (1) Given the product [Cl:1][C:2]1[C:3]([CH:40]([CH:37]2[CH2:38][CH2:39][C@H:35]([N:34]([CH2:42][C:43]3[CH:44]=[CH:45][CH:46]=[CH:47][CH:48]=3)[CH2:27][C:28]3[CH:29]=[CH:30][CH:31]=[CH:32][CH:33]=3)[CH2:36]2)[OH:41])=[C:4]2[CH:10]=[CH:9][N:8]([Si:11]([CH:18]([CH3:20])[CH3:19])([CH:15]([CH3:17])[CH3:16])[CH:12]([CH3:14])[CH3:13])[C:5]2=[N:6][CH:7]=1, predict the reactants needed to synthesize it. The reactants are: [Cl:1][C:2]1[C:3](I)=[C:4]2[CH:10]=[CH:9][N:8]([Si:11]([CH:18]([CH3:20])[CH3:19])([CH:15]([CH3:17])[CH3:16])[CH:12]([CH3:14])[CH3:13])[C:5]2=[N:6][CH:7]=1.[Li]CCCC.[CH2:27]([N:34]([CH2:42][C:43]1[CH:48]=[CH:47][CH:46]=[CH:45][CH:44]=1)[C@H:35]1[CH2:39][CH2:38][CH:37]([CH:40]=[O:41])[CH2:36]1)[C:28]1[CH:33]=[CH:32][CH:31]=[CH:30][CH:29]=1.[NH4+].[Cl-]. (2) Given the product [CH2:1]([CH:9]([CH2:56][CH2:57][CH2:58][CH2:59][CH2:60][CH2:61][CH2:62][CH2:63][CH2:64][CH3:65])[CH2:10][C:11]1[CH:15]=[CH:14][C:13]([CH2:16][CH:17]([CH2:28][CH2:29][CH2:30][CH2:31][CH2:32][CH2:33][CH2:34][CH3:35])[CH2:18][CH2:19][CH2:20][CH2:21][CH2:22][CH2:23][CH2:24][CH2:25][CH2:26][CH3:27])([CH2:80][CH2:81][C:82]#[N:83])[C:12]=1[CH2:36][CH:37]([CH2:48][CH2:49][CH2:50][CH2:51][CH2:52][CH2:53][CH2:54][CH3:55])[CH2:38][CH2:39][CH2:40][CH2:41][CH2:42][CH2:43][CH2:44][CH2:45][CH2:46][CH3:47])[CH2:2][CH2:3][CH2:4][CH2:5][CH2:6][CH2:7][CH3:8], predict the reactants needed to synthesize it. The reactants are: [CH2:1]([CH:9]([CH2:56][CH2:57][CH2:58][CH2:59][CH2:60][CH2:61][CH2:62][CH2:63][CH2:64][CH3:65])[CH2:10][C:11]1[C:12]([CH2:36][CH:37]([CH2:48][CH2:49][CH2:50][CH2:51][CH2:52][CH2:53][CH2:54][CH3:55])[CH2:38][CH2:39][CH2:40][CH2:41][CH2:42][CH2:43][CH2:44][CH2:45][CH2:46][CH3:47])=[C:13]([CH2:16][CH:17]([CH2:28][CH2:29][CH2:30][CH2:31][CH2:32][CH2:33][CH2:34][CH3:35])[CH2:18][CH2:19][CH2:20][CH2:21][CH2:22][CH2:23][CH2:24][CH2:25][CH2:26][CH3:27])[CH2:14][CH:15]=1)[CH2:2][CH2:3][CH2:4][CH2:5][CH2:6][CH2:7][CH3:8].N#N.C([Li])CCC.CCCCCC.Br[CH2:80][CH2:81][C:82]#[N:83].